Dataset: Catalyst prediction with 721,799 reactions and 888 catalyst types from USPTO. Task: Predict which catalyst facilitates the given reaction. (1) Reactant: [Br:1][C:2]1[CH:7]=[CH:6][C:5]([C:8]([C:10]2[CH:15]=[CH:14][C:13]([F:16])=[CH:12][CH:11]=2)=[O:9])=[C:4]([O:17]C)[CH:3]=1.Cl.N1C=CC=CC=1. Product: [Br:1][C:2]1[CH:7]=[CH:6][C:5]([C:8]([C:10]2[CH:15]=[CH:14][C:13]([F:16])=[CH:12][CH:11]=2)=[O:9])=[C:4]([OH:17])[CH:3]=1. The catalyst class is: 28. (2) Reactant: [OH:1][C:2]1[CH:21]=[CH:20][C:5]([O:6][C:7]2[C:12]([I:13])=[CH:11][C:10]([CH2:14][C:15](OC)=[O:16])=[CH:9][C:8]=2[I:19])=[CH:4][CH:3]=1.[NH2:22][OH:23]. Product: [OH:23][NH:22][C:15](=[O:16])[CH2:14][C:10]1[CH:11]=[C:12]([I:13])[C:7]([O:6][C:5]2[CH:20]=[CH:21][C:2]([OH:1])=[CH:3][CH:4]=2)=[C:8]([I:19])[CH:9]=1. The catalyst class is: 12. (3) Reactant: [Br:1][C:2]1[CH:19]=[CH:18][CH:17]=[C:16]([Cl:20])[C:3]=1[CH2:4][CH:5](C(OCC)=O)[C:6]([O:8][CH2:9][CH3:10])=[O:7].O.[Cl-].[Li+]. Product: [Br:1][C:2]1[CH:19]=[CH:18][CH:17]=[C:16]([Cl:20])[C:3]=1[CH2:4][CH2:5][C:6]([O:8][CH2:9][CH3:10])=[O:7]. The catalyst class is: 16. (4) Reactant: [CH:1]1[C:13]2[CH:12]([CH2:14][O:15][C:16]([N:18]3[CH2:23][CH2:22][CH:21]([C:24]([OH:26])=O)[CH2:20][CH2:19]3)=[O:17])[C:11]3[C:6](=[CH:7][CH:8]=[CH:9][CH:10]=3)[C:5]=2[CH:4]=[CH:3][CH:2]=1.C1C=NC2N(O)N=NC=2C=1.N1C(C)=CC(C)=CC=1C.CC(C)N=C=NC(C)C.[C:55]([O:59][C:60]([CH3:63])([CH3:62])[CH3:61])(=[O:58])[NH:56][NH2:57]. Product: [C:60]([O:59][C:55]([NH:56][NH:57][C:24]([CH:21]1[CH2:22][CH2:23][N:18]([C:16]([O:15][CH2:14][CH:12]2[C:11]3[CH:10]=[CH:9][CH:8]=[CH:7][C:6]=3[C:5]3[C:13]2=[CH:1][CH:2]=[CH:3][CH:4]=3)=[O:17])[CH2:19][CH2:20]1)=[O:26])=[O:58])([CH3:63])([CH3:62])[CH3:61]. The catalyst class is: 3. (5) Reactant: [NH2:1][C:2]1[S:6][C:5]2[CH2:7][CH2:8][CH2:9][CH2:10][C:4]=2[C:3]=1[C:11]([C:13]1[CH:18]=[CH:17][C:16]([O:19][CH3:20])=[C:15]([O:21][CH3:22])[CH:14]=1)=O.[C:23]([O:30][CH3:31])(=[O:29])[CH2:24][CH2:25][C:26]([CH3:28])=O.Cl[Si](C)(C)C. Product: [CH3:28][C:26]1[N:1]=[C:2]2[S:6][C:5]3[CH2:7][CH2:8][CH2:9][CH2:10][C:4]=3[C:3]2=[C:11]([C:13]2[CH:18]=[CH:17][C:16]([O:19][CH3:20])=[C:15]([O:21][CH3:22])[CH:14]=2)[C:25]=1[CH2:24][C:23]([O:30][CH3:31])=[O:29]. The catalyst class is: 3.